Predict the reaction yield, written as a fraction of the theoretical maximum amount of product (1.0 means a 100% yield; for example, 0.34 means a 34% yield). From a dataset of Reaction yield outcomes from USPTO patents with 853,638 reactions. (1) The reactants are [F:1][C:2]1[CH:7]=[C:6]([CH3:8])[CH:5]=[C:4]([F:9])[CH:3]=1.[Li]CCCC.CN([CH:18]=[O:19])C.S(=O)(=O)(O)O. The catalyst is CCOCC. The product is [F:1][C:2]1[CH:7]=[C:6]([CH3:8])[CH:5]=[C:4]([F:9])[C:3]=1[CH:18]=[O:19]. The yield is 0.900. (2) The reactants are [NH2:1][C:2]1[C:10]2[C:5](=[CH:6][CH:7]=[CH:8][CH:9]=2)[NH:4][C:3]=1[C:11]([O:13][CH2:14][CH3:15])=[O:12].[CH:16]1([N:22]=[C:23]=[S:24])[CH2:21][CH2:20][CH2:19][CH2:18][CH2:17]1. The catalyst is CCO. The product is [CH:16]1([NH:22][C:23](=[S:24])[NH:1][C:2]2[C:10]3[C:5](=[CH:6][CH:7]=[CH:8][CH:9]=3)[NH:4][C:3]=2[C:11]([O:13][CH2:14][CH3:15])=[O:12])[CH2:21][CH2:20][CH2:19][CH2:18][CH2:17]1. The yield is 0.618. (3) The reactants are [C:1]([C:5]1[CH:10]=[C:9]([C:11]#[CH:12])[CH:8]=[C:7]([C:13]([CH3:16])([CH3:15])[CH3:14])[C:6]=1[O:17][CH3:18])([CH3:4])([CH3:3])[CH3:2].[CH3:19][O:20][C:21](=[O:30])[CH2:22][C:23]1[CH:28]=[CH:27][C:26](I)=[CH:25][CH:24]=1.C(N(CC)CC)C.O1CCCC1. The catalyst is CCCCCC.[Cu]I.Cl[Pd](Cl)([P](C1C=CC=CC=1)(C1C=CC=CC=1)C1C=CC=CC=1)[P](C1C=CC=CC=1)(C1C=CC=CC=1)C1C=CC=CC=1.C(OCC)(=O)C. The product is [CH3:19][O:20][C:21](=[O:30])[CH2:22][C:23]1[CH:24]=[CH:25][C:26]([C:12]#[C:11][C:9]2[CH:10]=[C:5]([C:1]([CH3:4])([CH3:2])[CH3:3])[C:6]([O:17][CH3:18])=[C:7]([C:13]([CH3:16])([CH3:15])[CH3:14])[CH:8]=2)=[CH:27][CH:28]=1. The yield is 0.810. (4) The reactants are [C:1]1([C:7](=O)[CH2:8][C:9]2[CH:14]=[CH:13][N:12]=[CH:11][CH:10]=2)[CH:6]=[CH:5][CH:4]=[CH:3][CH:2]=1.[CH2:16]([O:18][C:19]1[CH:20]=[C:21]([CH:24]=[C:25]([N+:28]([O-:30])=[O:29])[C:26]=1[OH:27])[CH:22]=O)[CH3:17].[NH2:31][C:32]([NH2:34])=[O:33].Cl. The catalyst is C(O)C. The product is [CH2:16]([O:18][C:19]1[CH:20]=[C:21]([CH:22]2[C:8]([C:9]3[CH:14]=[CH:13][N:12]=[CH:11][CH:10]=3)=[C:7]([C:1]3[CH:6]=[CH:5][CH:4]=[CH:3][CH:2]=3)[NH:34][C:32](=[O:33])[NH:31]2)[CH:24]=[C:25]([N+:28]([O-:30])=[O:29])[C:26]=1[OH:27])[CH3:17]. The yield is 0.383. (5) The reactants are [CH2:1]([O:3][C:4]([C:6]1[C:7](O)=[N:8][C:9]2[C:14]([C:15]=1[CH3:16])=[CH:13][CH:12]=[C:11]([C:17]([F:20])([F:19])[F:18])[CH:10]=2)=[O:5])[CH3:2].O=P(Cl)(Cl)[Cl:24]. No catalyst specified. The product is [CH2:1]([O:3][C:4]([C:6]1[C:7]([Cl:24])=[N:8][C:9]2[C:14]([C:15]=1[CH3:16])=[CH:13][CH:12]=[C:11]([C:17]([F:20])([F:19])[F:18])[CH:10]=2)=[O:5])[CH3:2]. The yield is 0.980. (6) The reactants are S(Cl)(Cl)=O.O=[C:6]([NH:23][NH:24][C:25]1[N:26]=[C:27]2[CH:33]=[CH:32][N:31](S(C3C=CC(C)=CC=3)(=O)=O)[C:28]2=[N:29][CH:30]=1)[CH2:7][C@H:8]1[CH2:13][CH2:12][C@H:11]([CH2:14][NH:15][C:16](=[O:22])[O:17][C:18]([CH3:21])([CH3:20])[CH3:19])[CH2:10][CH2:9]1.C([O-])([O-])=O.[Na+].[Na+].[OH-].[Na+]. The catalyst is O.O1CCOCC1. The product is [C:6]1([CH2:7][C@H:8]2[CH2:13][CH2:12][C@H:11]([CH2:14][NH:15][C:16](=[O:22])[O:17][C:18]([CH3:21])([CH3:20])[CH3:19])[CH2:10][CH2:9]2)[N:26]2[C:27]3[CH:33]=[CH:32][NH:31][C:28]=3[N:29]=[CH:30][C:25]2=[N:24][N:23]=1. The yield is 0.630. (7) The reactants are [CH3:1][NH+:2]([CH2:9][CH2:10][CH2:11][CH2:12][CH2:13][CH2:14][CH2:15][CH2:16][CH2:17][CH2:18][CH2:19][CH3:20])[CH2:3][CH2:4][S:5]([O-:8])(=[O:7])=[O:6].CI.[C:23](=O)([O-])[O-].[K+].[K+]. The catalyst is CC(C)=O. The product is [CH3:1][N+:2]([CH2:9][CH2:10][CH2:11][CH2:12][CH2:13][CH2:14][CH2:15][CH2:16][CH2:17][CH2:18][CH2:19][CH3:20])([CH2:3][CH2:4][S:5]([O-:8])(=[O:7])=[O:6])[CH3:23]. The yield is 0.680. (8) The reactants are [NH:1]1[CH2:6][CH2:5][CH:4]([C:7]2[CH:8]=[CH:9][C:10]3[O:19][CH2:18][CH2:17][C:16]4[N:12]([N:13]=[C:14]([C:20]5[N:21]([CH2:25][C:26]([F:29])([F:28])[F:27])[N:22]=[CH:23][N:24]=5)[CH:15]=4)[C:11]=3[CH:30]=2)[CH2:3][CH2:2]1.C(=O)([O-])[O-].[K+].[K+].Br[CH2:38][C:39]([NH2:41])=[O:40]. The catalyst is CN(C=O)C. The product is [F:28][C:26]([F:29])([F:27])[CH2:25][N:21]1[C:20]([C:14]2[CH:15]=[C:16]3[N:12]([C:11]4[CH:30]=[C:7]([CH:4]5[CH2:3][CH2:2][N:1]([CH2:38][C:39]([NH2:41])=[O:40])[CH2:6][CH2:5]5)[CH:8]=[CH:9][C:10]=4[O:19][CH2:18][CH2:17]3)[N:13]=2)=[N:24][CH:23]=[N:22]1. The yield is 0.540. (9) The reactants are Cl.[NH:2]1[CH2:7][CH2:6][CH:5]([C:8]2[C:9]([N:14]3[CH2:19][CH2:18][CH:17]([CH2:20][OH:21])[CH2:16][CH2:15]3)=[N:10][CH:11]=[CH:12][N:13]=2)[CH2:4][CH2:3]1.Cl[C:23]1[CH:32]=[CH:31][C:30]2[C:25](=[CH:26][CH:27]=[CH:28][CH:29]=2)[N:24]=1.C([O-])([O-])=O.[Cs+].[Cs+]. The catalyst is CN(C=O)C.O. The product is [N:24]1[C:25]2[C:30](=[CH:29][CH:28]=[CH:27][CH:26]=2)[CH:31]=[CH:32][C:23]=1[N:2]1[CH2:3][CH2:4][CH:5]([C:8]2[C:9]([N:14]3[CH2:19][CH2:18][CH:17]([CH2:20][OH:21])[CH2:16][CH2:15]3)=[N:10][CH:11]=[CH:12][N:13]=2)[CH2:6][CH2:7]1. The yield is 0.705.